The task is: Predict the reaction yield, written as a fraction of the theoretical maximum amount of product (1.0 means a 100% yield; for example, 0.34 means a 34% yield).. This data is from Reaction yield outcomes from USPTO patents with 853,638 reactions. (1) The reactants are FC(F)(F)C(O)=O.[CH:8]1([C:14]2[C:15]3[CH:16]=[CH:17][C:18]([C:38]([O:40]C(C)(C)C)=[O:39])=[CH:19][C:20]=3[N:21]3[CH2:27][C:26]([C:28]([O:30][CH3:31])=[O:29])=[CH:25][C:24]4[CH:32]=[C:33]([O:36][CH3:37])[CH:34]=[CH:35][C:23]=4[C:22]=23)[CH2:13][CH2:12][CH2:11][CH2:10][CH2:9]1. The catalyst is ClC(Cl)C. The product is [CH:8]1([C:14]2[C:15]3[CH:16]=[CH:17][C:18]([C:38]([OH:40])=[O:39])=[CH:19][C:20]=3[N:21]3[CH2:27][C:26]([C:28]([O:30][CH3:31])=[O:29])=[CH:25][C:24]4[CH:32]=[C:33]([O:36][CH3:37])[CH:34]=[CH:35][C:23]=4[C:22]=23)[CH2:13][CH2:12][CH2:11][CH2:10][CH2:9]1. The yield is 0.940. (2) The reactants are [OH:1][CH2:2][CH2:3][N:4]([CH3:12])[C:5](=[O:11])[O:6][C:7]([CH3:10])([CH3:9])[CH3:8].CCN(CC)CC.[S:20](Cl)([C:23]1[CH:29]=[CH:28][C:26]([CH3:27])=[CH:25][CH:24]=1)(=[O:22])=[O:21]. The catalyst is C(Cl)Cl. The product is [CH3:27][C:26]1[CH:28]=[CH:29][C:23]([S:20]([O:1][CH2:2][CH2:3][N:4]([C:5]([O:6][C:7]([CH3:8])([CH3:9])[CH3:10])=[O:11])[CH3:12])(=[O:22])=[O:21])=[CH:24][CH:25]=1. The yield is 0.610. (3) The yield is 0.0300. The reactants are Cl[CH2:2][CH2:3][CH2:4][N:5]1[CH2:10][CH2:9][CH2:8][CH2:7][C:6]1=[O:11].C(=O)([O-])[O-].[K+].[K+].[F:18][C:19]1[CH:46]=[CH:45][C:22]([CH2:23][N:24]([CH:39]2[CH2:44][CH2:43][NH:42][CH2:41][CH2:40]2)[C:25](=[O:38])[CH2:26][C:27]2[CH:32]=[CH:31][C:30]([O:33][CH2:34][CH:35]([CH3:37])[CH3:36])=[CH:29][CH:28]=2)=[CH:21][CH:20]=1.[I-].[Na+]. The product is [F:18][C:19]1[CH:46]=[CH:45][C:22]([CH2:23][N:24]([CH:39]2[CH2:44][CH2:43][N:42]([CH2:2][CH2:3][CH2:4][N:5]3[CH2:10][CH2:9][CH2:8][CH2:7][C:6]3=[O:11])[CH2:41][CH2:40]2)[C:25](=[O:38])[CH2:26][C:27]2[CH:28]=[CH:29][C:30]([O:33][CH2:34][CH:35]([CH3:37])[CH3:36])=[CH:31][CH:32]=2)=[CH:21][CH:20]=1. The catalyst is CN(C=O)C. (4) The yield is 0.250. The product is [ClH:10].[C:18]([CH2:21][C:22]1[CH:27]=[CH:26][C:25]([CH2:28][CH2:29][CH2:30][CH2:31][NH:32][C:14]([NH:13][C:11]([C:4]2[C:3]([NH2:2])=[N:8][C:7]([NH2:9])=[C:6]([Cl:10])[N:5]=2)=[O:12])=[NH:17])=[CH:24][CH:23]=1)([OH:20])=[O:19]. The catalyst is C1COCC1. The reactants are I.[NH2:2][C:3]1[C:4]([C:11]([NH:13][C:14](=[NH:17])SC)=[O:12])=[N:5][C:6]([Cl:10])=[C:7]([NH2:9])[N:8]=1.[C:18]([CH2:21][C:22]1[CH:27]=[CH:26][C:25]([CH2:28][CH2:29][CH2:30][CH2:31][NH2:32])=[CH:24][CH:23]=1)([OH:20])=[O:19].